From a dataset of Peptide-MHC class I binding affinity with 185,985 pairs from IEDB/IMGT. Regression. Given a peptide amino acid sequence and an MHC pseudo amino acid sequence, predict their binding affinity value. This is MHC class I binding data. (1) The peptide sequence is ILPWTKISE. The MHC is HLA-A24:02 with pseudo-sequence HLA-A24:02. The binding affinity (normalized) is 0.0381. (2) The peptide sequence is RLAEAVVSA. The MHC is HLA-A02:01 with pseudo-sequence HLA-A02:01. The binding affinity (normalized) is 0.600. (3) The peptide sequence is RPLMKNTYL. The MHC is HLA-B27:05 with pseudo-sequence HLA-B27:05. The binding affinity (normalized) is 0.0847. (4) The peptide sequence is ILYAAFLWL. The MHC is HLA-A02:01 with pseudo-sequence HLA-A02:01. The binding affinity (normalized) is 0.564. (5) The peptide sequence is NPDIVIYQY. The MHC is HLA-A33:01 with pseudo-sequence HLA-A33:01. The binding affinity (normalized) is 0. (6) The peptide sequence is GKYGSQNV. The MHC is H-2-Kb with pseudo-sequence H-2-Kb. The binding affinity (normalized) is 0.0735.